Predict the reactants needed to synthesize the given product. From a dataset of Full USPTO retrosynthesis dataset with 1.9M reactions from patents (1976-2016). The reactants are: C(=O)(OC(C)(C)C)[O:2][CH2:3][CH2:4][CH:5]1[CH2:10][O:9][C:8]2[CH:11]=[C:12](Br)[CH:13]=[N:14][C:7]=2[NH:6]1.C([O-])([O-])=O.[Cs+].[Cs+].[C:28]([C:32]1[O:36][N:35]=[C:34]([NH:37][C:38]([NH:40][C:41]2[CH:46]=[CH:45][C:44](B3OC(C)(C)C(C)(C)O3)=[CH:43][CH:42]=2)=[O:39])[CH:33]=1)([CH3:31])([CH3:30])[CH3:29]. Given the product [C:28]([C:32]1[O:36][N:35]=[C:34]([NH:37][C:38]([NH:40][C:41]2[CH:46]=[CH:45][C:44]([C:12]3[CH:13]=[N:14][C:7]4[NH:6][CH:5]([CH2:4][CH2:3][OH:2])[CH2:10][O:9][C:8]=4[CH:11]=3)=[CH:43][CH:42]=2)=[O:39])[CH:33]=1)([CH3:31])([CH3:29])[CH3:30], predict the reactants needed to synthesize it.